From a dataset of Reaction yield outcomes from USPTO patents with 853,638 reactions. Predict the reaction yield, written as a fraction of the theoretical maximum amount of product (1.0 means a 100% yield; for example, 0.34 means a 34% yield). (1) The reactants are C([O:3][C:4]([C:6]1[C:7]([C:12]([F:15])([F:14])[F:13])=[N:8][N:9](C)[CH:10]=1)=O)C.[H-].[H-].[H-].[H-].[Li+].[Al+3].[CH2:22](OCC)C. The catalyst is C1COCC1. The product is [CH3:22][N:8]1[C:7]([C:12]([F:15])([F:14])[F:13])=[C:6]([CH2:4][OH:3])[CH:10]=[N:9]1. The yield is 0.720. (2) The reactants are [Br:1][C:2]1[CH:17]=[CH:16][C:5]2[N:6]=[C:7]([C:9](=[C:12](OC)[CH3:13])[C:10]#[N:11])[S:8][C:4]=2[CH:3]=1.O.[NH2:19][NH2:20]. The catalyst is CO. The product is [Br:1][C:2]1[CH:17]=[CH:16][C:5]2[N:6]=[C:7]([C:9]3[C:12]([CH3:13])=[N:20][NH:19][C:10]=3[NH2:11])[S:8][C:4]=2[CH:3]=1. The yield is 0.0500.